Dataset: Forward reaction prediction with 1.9M reactions from USPTO patents (1976-2016). Task: Predict the product of the given reaction. (1) Given the reactants [N+:1]([C:4]1[CH:5]=[C:6]([CH:8]=[CH:9][CH:10]=1)[NH2:7])([O-:3])=[O:2].[C:11]([N:15]=[N:16]/[C:17](/[CH3:24])=[CH:18]\[C:19]([O:21][CH2:22][CH3:23])=[O:20])([O:13][CH3:14])=[O:12].CCCCCC, predict the reaction product. The product is: [CH2:22]([O:21][C:19](=[O:20])[CH:18]([NH:7][C:6]1[CH:8]=[CH:9][CH:10]=[C:4]([N+:1]([O-:3])=[O:2])[CH:5]=1)[C:17](=[N:16][NH:15][C:11]([O:13][CH3:14])=[O:12])[CH3:24])[CH3:23]. (2) Given the reactants [CH3:1][O:2][C:3]1[CH:4]=[C:5]([N:11]2[CH2:16][C:15]3[CH:17]=[N:18][C:19]4[N:23](S(C5C=CC=CC=5)(=O)=O)[CH:22]=[CH:21][C:20]=4[C:14]=3[N:13]([CH3:33])[C:12]2=[O:34])[CH:6]=[C:7]([O:9][CH3:10])[CH:8]=1.C(#N)C.S(Cl)([Cl:41])(=O)=O, predict the reaction product. The product is: [Cl:41][C:4]1[C:3]([O:2][CH3:1])=[CH:8][C:7]([O:9][CH3:10])=[CH:6][C:5]=1[N:11]1[CH2:16][C:15]2[CH:17]=[N:18][C:19]3[NH:23][CH:22]=[CH:21][C:20]=3[C:14]=2[N:13]([CH3:33])[C:12]1=[O:34].